This data is from Forward reaction prediction with 1.9M reactions from USPTO patents (1976-2016). The task is: Predict the product of the given reaction. (1) Given the reactants ClC1N=C(NCCC)C2N=C(Cl)N=C(NCCC)C=2N=1.[CH2:21]([NH2:23])[CH3:22].CN[C:26]1[N:27]=[C:28]([NH:44][CH2:45][CH2:46][CH3:47])[C:29]2[N:30]=[C:31]([NH:40][CH2:41][CH2:42]O)[N:32]=[C:33]([NH:36][CH2:37][CH2:38][CH3:39])[C:34]=2[N:35]=1, predict the reaction product. The product is: [CH2:21]([NH:23][C:26]1[N:27]=[C:28]([NH:44][CH2:45][CH2:46][CH3:47])[C:29]2[N:30]=[C:31]([NH:40][CH2:41][CH3:42])[N:32]=[C:33]([NH:36][CH2:37][CH2:38][CH3:39])[C:34]=2[N:35]=1)[CH3:22]. (2) The product is: [NH2:29][CH:1]([C:4]1[CH:5]=[C:6]([Cl:22])[C:7]([CH2:19][C:20]#[N:21])=[C:8]([C:17]#[N:18])[C:9]=1[C:10]1[CH:15]=[CH:14][CH:13]=[C:12]([F:16])[CH:11]=1)[CH3:2]. Given the reactants [C:1]([C:4]1[CH:5]=[C:6]([Cl:22])[C:7]([CH2:19][C:20]#[N:21])=[C:8]([C:17]#[N:18])[C:9]=1[C:10]1[CH:15]=[CH:14][CH:13]=[C:12]([F:16])[CH:11]=1)(=O)[CH3:2].C([O-])(=O)C.[NH4+].C([BH3-])#[N:29].[Na+], predict the reaction product. (3) Given the reactants [C:1]([C:5]1[NH:6][C:7](=[O:20])[C:8]([C:17]([OH:19])=O)=[C:9]([NH:11][CH2:12][CH2:13][CH2:14][O:15][CH3:16])[N:10]=1)([CH3:4])([CH3:3])[CH3:2].[CH3:21][CH:22]([CH3:46])[CH2:23][NH:24][C@H:25]1[CH2:30][C@@H:29]([C:31]([N:33]2[CH2:38][CH2:37][O:36][CH2:35][CH2:34]2)=[O:32])[CH2:28][N:27](C(OC(C)(C)C)=O)[CH2:26]1.C(N(CC)C(C)C)(C)C.F[P-](F)(F)(F)(F)F.ClC(N(C)C)=[N+](C)C, predict the reaction product. The product is: [C:1]([C:5]1[NH:6][C:7](=[O:20])[C:8]([C:17]([N:24]([CH2:23][CH:22]([CH3:46])[CH3:21])[C@H:25]2[CH2:30][C@@H:29]([C:31]([N:33]3[CH2:34][CH2:35][O:36][CH2:37][CH2:38]3)=[O:32])[CH2:28][NH:27][CH2:26]2)=[O:19])=[C:9]([NH:11][CH2:12][CH2:13][CH2:14][O:15][CH3:16])[N:10]=1)([CH3:2])([CH3:3])[CH3:4]. (4) Given the reactants OCCN[C:5](=[O:10])[C:6](F)(F)F.[C:11]1(C)[CH:16]=[CH:15][C:14](S(O)(=O)=O)=[CH:13][CH:12]=1.C1C[O:25][CH2:24][CH2:23]1, predict the reaction product. The product is: [C:24]([O:10][CH2:5][CH3:6])(=[O:25])[CH3:23].[CH3:15][CH2:16][CH2:11][CH2:12][CH2:13][CH3:14]. (5) Given the reactants [C:1]1([C:7]#[CH:8])[CH:6]=[CH:5][CH:4]=[CH:3][CH:2]=1.[Br:9][C:10]1[CH:11]=[N:12][CH:13]=[C:14](Br)[CH:15]=1.C(N(CC)CC)C, predict the reaction product. The product is: [Br:9][C:10]1[CH:11]=[N:12][CH:13]=[C:14]([C:8]#[C:7][C:1]2[CH:6]=[CH:5][CH:4]=[CH:3][CH:2]=2)[CH:15]=1. (6) Given the reactants [NH2:1][C:2]1[C:7]([C:8]([C:10]2[CH:15]=[C:14]([F:16])[CH:13]=[CH:12][C:11]=2[O:17][CH3:18])=[O:9])=[CH:6][N:5]=[C:4]([NH:19][CH:20]2[CH2:25][CH2:24][NH:23][CH2:22][CH2:21]2)[N:3]=1.[Cl:26][CH2:27][CH2:28][CH2:29][S:30](Cl)(=[O:32])=[O:31], predict the reaction product. The product is: [NH2:1][C:2]1[C:7]([C:8]([C:10]2[CH:15]=[C:14]([F:16])[CH:13]=[CH:12][C:11]=2[O:17][CH3:18])=[O:9])=[CH:6][N:5]=[C:4]([NH:19][CH:20]2[CH2:21][CH2:22][N:23]([S:30]([CH2:29][CH2:28][CH2:27][Cl:26])(=[O:32])=[O:31])[CH2:24][CH2:25]2)[N:3]=1. (7) Given the reactants [F:1][C:2]1[C:7]([N+:8]([O-])=O)=[CH:6][CH:5]=[C:4]([F:11])[C:3]=1[C:12]([C:14]1[C:22]2[C:17](=[N:18][CH:19]=[C:20]([F:24])[C:21]=2[I:23])[NH:16][CH:15]=1)=[O:13].CCO.[Sn](Cl)Cl.C(=O)(O)[O-].[Na+], predict the reaction product. The product is: [NH2:8][C:7]1[C:2]([F:1])=[C:3]([C:12]([C:14]2[C:22]3[C:17](=[N:18][CH:19]=[C:20]([F:24])[C:21]=3[I:23])[NH:16][CH:15]=2)=[O:13])[C:4]([F:11])=[CH:5][CH:6]=1. (8) Given the reactants [F:1][C:2]1[CH:7]=[C:6]([O:8][CH3:9])[CH:5]=[CH:4][C:3]=1[C:10]1[CH:15]=[CH:14][N:13]([CH2:16][CH2:17][C@@:18]([CH3:33])([S:29]([CH3:32])(=[O:31])=[O:30])[C:19]([NH:21][O:22]C2CCCCO2)=[O:20])[C:12](=[O:34])[CH:11]=1.C1(C)C=CC(S(O)(=O)=O)=CC=1.[NH+]1C=CC=CC=1.O, predict the reaction product. The product is: [F:1][C:2]1[CH:7]=[C:6]([O:8][CH3:9])[CH:5]=[CH:4][C:3]=1[C:10]1[CH:15]=[CH:14][N:13]([CH2:16][CH2:17][C@@:18]([CH3:33])([S:29]([CH3:32])(=[O:30])=[O:31])[C:19]([NH:21][OH:22])=[O:20])[C:12](=[O:34])[CH:11]=1.